From a dataset of CYP2C19 inhibition data for predicting drug metabolism from PubChem BioAssay. Regression/Classification. Given a drug SMILES string, predict its absorption, distribution, metabolism, or excretion properties. Task type varies by dataset: regression for continuous measurements (e.g., permeability, clearance, half-life) or binary classification for categorical outcomes (e.g., BBB penetration, CYP inhibition). Dataset: cyp2c19_veith. (1) The compound is O=C(c1cc(-c2ccc(Cl)cc2Cl)on1)N1CCN(C(=O)c2ccco2)CC1. The result is 1 (inhibitor). (2) The drug is COc1ccc(CSc2nnnn2C)cc1[N+](=O)[O-]. The result is 1 (inhibitor). (3) The drug is O=C(CCc1ccccc1)NCc1cccnc1. The result is 1 (inhibitor). (4) The compound is Cc1ccc(S(=O)(=O)N(CC(=O)N2CCN(c3ccc(F)cc3)CC2)C2CCCCC2)cc1. The result is 1 (inhibitor). (5) The drug is Nc1nc(Cl)nc2c1ncn2[C@@H]1O[C@@H](COP(=O)([O-])OP(=O)([O-])OP(=O)([O-])[O-])[C@@H](O)[C@H]1O.[Na+].[Na+].[Na+].[Na+]. The result is 0 (non-inhibitor). (6) The molecule is NCCCCCCNS(=O)(=O)c1ccc2c(Cl)cccc2c1. The result is 1 (inhibitor). (7) The molecule is Cc1cccc(-n2nc([N+](=O)[O-])c(=NCc3cccnc3)n2O)c1. The result is 1 (inhibitor). (8) The molecule is O=C(NC(NC(=S)Nc1cc(Cl)ccc1Cl)C(Cl)(Cl)Cl)c1ccco1. The result is 1 (inhibitor).